Dataset: Catalyst prediction with 721,799 reactions and 888 catalyst types from USPTO. Task: Predict which catalyst facilitates the given reaction. Reactant: [Cl:1][C:2]1[CH:3]=[C:4]([CH:8]2[NH:12][C:11]3([CH2:17][CH2:16][CH2:15][CH2:14][CH2:13]3)[NH:10][C:9]2=[O:18])[CH:5]=[CH:6][CH:7]=1.BrN1C(=O)CCC1=O. Product: [Cl:1][C:2]1[CH:3]=[C:4]([C:8]2[C:9](=[O:18])[NH:10][C:11]3([CH2:17][CH2:16][CH2:15][CH2:14][CH2:13]3)[N:12]=2)[CH:5]=[CH:6][CH:7]=1. The catalyst class is: 2.